Dataset: Reaction yield outcomes from USPTO patents with 853,638 reactions. Task: Predict the reaction yield, written as a fraction of the theoretical maximum amount of product (1.0 means a 100% yield; for example, 0.34 means a 34% yield). (1) The reactants are Br[CH2:2][C:3]1[CH:12]=[CH:11][C:10]([N+:13]([O-:15])=[O:14])=[CH:9][C:4]=1[C:5](OC)=[O:6].[CH3:16][NH2:17]. The catalyst is C(Cl)(Cl)Cl.CO. The product is [CH3:16][N:17]1[CH2:2][C:3]2[C:4](=[CH:9][C:10]([N+:13]([O-:15])=[O:14])=[CH:11][CH:12]=2)[C:5]1=[O:6]. The yield is 0.420. (2) The reactants are [Br:1][C:2]1[S:6][C:5]([C:7]2[CH:12]=[CH:11][N:10]=[C:9](Cl)[N:8]=2)=[CH:4][CH:3]=1.[NH2:14][CH2:15][CH2:16][N:17]1[CH2:21][CH2:20][NH:19][C:18]1=[O:22]. The catalyst is C(O)(C)C. The product is [Br:1][C:2]1[S:6][C:5]([C:7]2[CH:12]=[CH:11][N:10]=[C:9]([NH:14][CH2:15][CH2:16][N:17]3[CH2:21][CH2:20][NH:19][C:18]3=[O:22])[N:8]=2)=[CH:4][CH:3]=1. The yield is 0.680. (3) The reactants are [NH2:1][C:2]1[CH:10]=[CH:9][C:8]([O:11][CH3:12])=[CH:7][C:3]=1[C:4]([OH:6])=O.[NH2:13][C:14](N)=[O:15]. The catalyst is O. The product is [CH3:12][O:11][C:8]1[CH:7]=[C:3]2[C:2](=[CH:10][CH:9]=1)[N:1]=[C:14]([OH:15])[N:13]=[C:4]2[OH:6]. The yield is 0.720. (4) The reactants are Br[C:2]1[C:3]([O:17][CH:18]2[CH2:21][CH2:20][CH2:19]2)=[C:4]2[C:9](=[CH:10][CH:11]=1)[N:8]([C:12]([O:14][CH3:15])=[O:13])[C@@H:7]([CH3:16])[CH2:6][CH2:5]2.CC1(C)C(C)(C)OB([C:30]2[CH:31]=[N:32][N:33]([CH:35]3[CH2:38][N:37]([C:39]([O:41][C:42]([CH3:45])([CH3:44])[CH3:43])=[O:40])[CH2:36]3)[CH:34]=2)O1.C(=O)([O-])[O-].[Cs+].[Cs+]. The catalyst is O1CCOCC1.O. The product is [C:42]([O:41][C:39]([N:37]1[CH2:38][CH:35]([N:33]2[CH:34]=[C:30]([C:2]3[C:3]([O:17][CH:18]4[CH2:21][CH2:20][CH2:19]4)=[C:4]4[C:9](=[CH:10][CH:11]=3)[N:8]([C:12]([O:14][CH3:15])=[O:13])[C@@H:7]([CH3:16])[CH2:6][CH2:5]4)[CH:31]=[N:32]2)[CH2:36]1)=[O:40])([CH3:45])([CH3:43])[CH3:44]. The yield is 0.980. (5) The reactants are [NH2:1][C:2]1[C:3]([NH:13][CH2:14][CH2:15][CH2:16][OH:17])=[C:4]([CH:9]=[CH:10][C:11]=1[Cl:12])[C:5]([O:7][CH3:8])=[O:6].[Cl:18][C:19]1[C:20]([N:26]=[C:27]=[S:28])=[N:21][CH:22]=[C:23]([Cl:25])[CH:24]=1. The catalyst is O1CCCC1. The product is [Cl:12][C:11]1[CH:10]=[CH:9][C:4]([C:5]([O:7][CH3:8])=[O:6])=[C:3]([NH:13][CH2:14][CH2:15][CH2:16][OH:17])[C:2]=1[NH:1][C:27](=[S:28])[NH:26][C:20]1[C:19]([Cl:18])=[CH:24][C:23]([Cl:25])=[CH:22][N:21]=1. The yield is 0.610.